This data is from Forward reaction prediction with 1.9M reactions from USPTO patents (1976-2016). The task is: Predict the product of the given reaction. (1) Given the reactants [NH:1]1[C:5]([C:6]([OH:8])=[O:7])=[CH:4][C:3]([C:9]([OH:11])=O)=[N:2]1.CCN=C=NCCCN(C)C.CN1CCOCC1.C1C=CC2N(O)N=NC=2C=1.[NH2:40][C@H:41]([CH2:50][C:51]1[CH:56]=[CH:55][C:54]([C:57]2[CH:62]=[CH:61][CH:60]=[C:59]([F:63])[CH:58]=2)=[CH:53][CH:52]=1)[CH2:42][C@:43]([CH2:48][OH:49])([CH3:47])[C:44]([OH:46])=[O:45], predict the reaction product. The product is: [C:44]([C@:43]([CH3:47])([CH2:48][OH:49])[CH2:42][C@H:41]([NH:40][C:9]([C:3]1[NH:2][N:1]=[C:5]([C:6]([OH:8])=[O:7])[CH:4]=1)=[O:11])[CH2:50][C:51]1[CH:56]=[CH:55][C:54]([C:57]2[CH:62]=[CH:61][CH:60]=[C:59]([F:63])[CH:58]=2)=[CH:53][CH:52]=1)([OH:46])=[O:45]. (2) Given the reactants [Cl:1][C:2]1[C:11]2[C:6](=[CH:7][C:8]([F:13])=[CH:9][C:10]=2[F:12])[N:5]=[C:4]([C:14]2[CH:15]=[N:16][C:17](F)=[CH:18][CH:19]=2)[C:3]=1[CH3:21].[NH:22]1[CH2:26][CH2:25][CH2:24][CH2:23]1.C(=O)([O-])[O-].[K+].[K+].O, predict the reaction product. The product is: [Cl:1][C:2]1[C:11]2[C:6](=[CH:7][C:8]([F:13])=[CH:9][C:10]=2[F:12])[N:5]=[C:4]([C:14]2[CH:15]=[N:16][C:17]([N:22]3[CH2:26][CH2:25][CH2:24][CH2:23]3)=[CH:18][CH:19]=2)[C:3]=1[CH3:21].